From a dataset of Full USPTO retrosynthesis dataset with 1.9M reactions from patents (1976-2016). Predict the reactants needed to synthesize the given product. Given the product [CH2:1]([C@H:8]1[CH2:9][N:10]([C:14]2[CH:19]=[CH:18][C:17]([O:20][CH3:21])=[C:16]([O:22][CH:23]3[CH2:26][CH2:25][CH2:24]3)[CH:15]=2)[CH2:11][CH2:12][N:13]1[C:29](=[O:28])[CH2:30][C:31]1[O:35][CH:34]=[N:33][CH:32]=1)[C:2]1[CH:3]=[CH:4][CH:5]=[CH:6][CH:7]=1, predict the reactants needed to synthesize it. The reactants are: [CH2:1]([C@@H:8]1[NH:13][CH2:12][CH2:11][N:10]([C:14]2[CH:19]=[CH:18][C:17]([O:20][CH3:21])=[C:16]([O:22][CH:23]3[CH2:26][CH2:25][CH2:24]3)[CH:15]=2)[CH2:9]1)[C:2]1[CH:7]=[CH:6][CH:5]=[CH:4][CH:3]=1.C[O:28][C:29](=O)[CH2:30][C:31]1[O:35][CH:34]=[N:33][CH:32]=1.